Dataset: Full USPTO retrosynthesis dataset with 1.9M reactions from patents (1976-2016). Task: Predict the reactants needed to synthesize the given product. (1) Given the product [O:24]=[C:23]1[N:22]([CH2:25][C:26]2[CH:27]=[N:28][CH:29]=[CH:30][CH:31]=2)[CH2:21][C@H:20]([O:32][C:33](=[O:47])[CH2:34][CH2:35][CH2:36][CH2:37][CH2:38][CH2:39][CH2:40][CH2:41][CH2:42][CH2:43][CH2:44][CH2:45][CH3:46])[CH2:19][CH2:18][C@@H:17]1[NH:16][C:14](=[O:15])[C@H:13]([O:48][CH3:49])[C@H:7]([OH:8])[C@@H:6]([OH:50])[C@H:5]([OH:10])/[CH:4]=[CH:3]/[C:2]([CH3:1])([CH3:51])[CH3:52], predict the reactants needed to synthesize it. The reactants are: [CH3:1][C:2]([CH3:52])([CH3:51])/[CH:3]=[CH:4]/[C@H:5]1[O:10]C(C)(C)[O:8][C@@H:7]([C@@H:13]([O:48][CH3:49])[C:14]([NH:16][C@@H:17]2[C:23](=[O:24])[N:22]([CH2:25][C:26]3[CH:27]=[N:28][CH:29]=[CH:30][CH:31]=3)[CH2:21][C@H:20]([O:32][C:33](=[O:47])[CH2:34][CH2:35][CH2:36][CH2:37][CH2:38][CH2:39][CH2:40][CH2:41][CH2:42][CH2:43][CH2:44][CH2:45][CH3:46])[CH2:19][CH2:18]2)=[O:15])[C@@H:6]1[OH:50]. (2) Given the product [F:17][C:13]1[N:12]=[C:11]([C:10]2[C:4]3[C:5](=[CH:6][N:7]=[C:2]([C:32]4[CH:33]=[N:34][N:35]([CH2:37][C:38]([O:40][CH2:41][CH3:42])=[O:39])[CH:36]=4)[CH:3]=3)[N:8]([CH:18]3[CH2:23][CH2:22][CH2:21][CH2:20][O:19]3)[N:9]=2)[CH:16]=[CH:15][CH:14]=1, predict the reactants needed to synthesize it. The reactants are: Br[C:2]1[CH:3]=[C:4]2[C:10]([C:11]3[CH:16]=[CH:15][CH:14]=[C:13]([F:17])[N:12]=3)=[N:9][N:8]([CH:18]3[CH2:23][CH2:22][CH2:21][CH2:20][O:19]3)[C:5]2=[CH:6][N:7]=1.CC1(C)C(C)(C)OB([C:32]2[CH:33]=[N:34][N:35]([CH2:37][C:38]([O:40][CH2:41][CH3:42])=[O:39])[CH:36]=2)O1. (3) Given the product [ClH:19].[ClH:18].[CH2:1]([C:3]1[C:12]2[C:7](=[CH:8][C:9]([O:15][CH3:16])=[C:10]([O:13][CH3:14])[CH:11]=2)[C:6]([CH2:20][C:21]2[C:22]([NH:33][CH2:34][CH2:35][CH3:36])=[N:23][C:24]3[C:29]([CH:30]=2)=[CH:28][C:27]([O:31][CH3:32])=[CH:26][CH:25]=3)=[C:5]([OH:17])[N:4]=1)[CH3:2], predict the reactants needed to synthesize it. The reactants are: [CH2:1]([C:3]1[C:12]2[C:7](=[CH:8][C:9]([O:15][CH3:16])=[C:10]([O:13][CH3:14])[CH:11]=2)[CH:6]=[C:5]([OH:17])[N:4]=1)[CH3:2].[ClH:18].[Cl:19][CH2:20][C:21]1[C:22]([NH:33][CH2:34][CH2:35][CH3:36])=[N:23][C:24]2[C:29]([CH:30]=1)=[CH:28][C:27]([O:31][CH3:32])=[CH:26][CH:25]=2.[Li+].[OH-]. (4) Given the product [O:26]([CH2:25][C:9]1[N:10]=[C:11]([N:12]2[CH2:17][CH2:16][N:15]3[C:18]([C:21]([F:24])([F:23])[F:22])=[N:19][N:20]=[C:14]3[CH2:13]2)[C:6]2[CH:5]=[C:4]([CH2:1][CH2:2][CH3:3])[S:27][C:7]=2[N:8]=1)[C:28]1[CH:33]=[CH:32][CH:31]=[CH:30][CH:29]=1, predict the reactants needed to synthesize it. The reactants are: [CH2:1]([C:4]1[S:27][C:7]2[N:8]=[C:9]([CH2:25][OH:26])[N:10]=[C:11]([N:12]3[CH2:17][CH2:16][N:15]4[C:18]([C:21]([F:24])([F:23])[F:22])=[N:19][N:20]=[C:14]4[CH2:13]3)[C:6]=2[CH:5]=1)[CH2:2][CH3:3].[C:28]1(O)[CH:33]=[CH:32][CH:31]=[CH:30][CH:29]=1.C1(P(C2C=CC=CC=2)C2C=CC=CC=2)C=CC=CC=1.CC(OC(/N=N/C(OC(C)C)=O)=O)C. (5) Given the product [C:1]([N:20]1[C:24]([CH2:25][OH:26])=[CH:23][C:22]([CH2:29][OH:30])=[N:21]1)([C:2]1[CH:7]=[CH:6][CH:5]=[CH:4][CH:3]=1)([C:8]1[CH:9]=[CH:10][CH:11]=[CH:12][CH:13]=1)[C:14]1[CH:19]=[CH:18][CH:17]=[CH:16][CH:15]=1, predict the reactants needed to synthesize it. The reactants are: [C:1]([N:20]1[C:24]([C:25](OC)=[O:26])=[CH:23][C:22]([C:29](OC)=[O:30])=[N:21]1)([C:14]1[CH:19]=[CH:18][CH:17]=[CH:16][CH:15]=1)([C:8]1[CH:13]=[CH:12][CH:11]=[CH:10][CH:9]=1)[C:2]1[CH:7]=[CH:6][CH:5]=[CH:4][CH:3]=1.[H-].[H-].[H-].[H-].[Li+].[Al+3]. (6) Given the product [OH:27][C:11]1[N:12]([CH2:15][C:16]2[CH:21]=[CH:20][CH:19]=[C:18]([CH2:22][C:23]([O:25][CH3:26])=[O:24])[CH:17]=2)[C:13]2[C:9]([N:10]=1)=[C:8]([NH2:28])[N:7]=[C:6]([O:5][CH2:4][CH2:3][CH2:2][NH:1][C:34]([NH2:33])=[O:35])[N:14]=2, predict the reactants needed to synthesize it. The reactants are: [NH2:1][CH2:2][CH2:3][CH2:4][O:5][C:6]1[N:14]=[C:13]2[C:9]([N:10]=[C:11]([OH:27])[N:12]2[CH2:15][C:16]2[CH:21]=[CH:20][CH:19]=[C:18]([CH2:22][C:23]([O:25][CH3:26])=[O:24])[CH:17]=2)=[C:8]([NH2:28])[N:7]=1.C[Si]([N:33]=[C:34]=[O:35])(C)C.C(Cl)(Cl)Cl.CO. (7) Given the product [CH3:24][C@@H:25]1[NH:26][CH2:27][CH2:28][N:29]([C:2]2[NH:3][C:4]3[C:10]([C:11]4[CH:16]=[C:15]([F:17])[C:14]([F:18])=[C:13]([F:19])[CH:12]=4)=[CH:9][C:8]([C:20]([F:23])([F:22])[F:21])=[CH:7][C:5]=3[N:6]=2)[CH2:30]1, predict the reactants needed to synthesize it. The reactants are: Cl[C:2]1[NH:6][C:5]2[CH:7]=[C:8]([C:20]([F:23])([F:22])[F:21])[CH:9]=[C:10]([C:11]3[CH:16]=[C:15]([F:17])[C:14]([F:18])=[C:13]([F:19])[CH:12]=3)[C:4]=2[N:3]=1.[CH3:24][C@H:25]1[CH2:30][NH:29][CH2:28][CH2:27][NH:26]1. (8) Given the product [C:22]([O:26][C:27](=[O:33])[CH2:28][S:29](=[O:30])(=[O:31])[N:15]([C:12]1[S:13][CH:14]=[C:10]([C:7]2[CH:6]=[CH:5][C:4]([CH:1]([CH3:3])[CH3:2])=[CH:9][CH:8]=2)[N:11]=1)[CH2:16][C:17]1[S:18][CH:19]=[CH:20][CH:21]=1)([CH3:25])([CH3:23])[CH3:24], predict the reactants needed to synthesize it. The reactants are: [CH:1]([C:4]1[CH:9]=[CH:8][C:7]([C:10]2[N:11]=[C:12]([NH:15][CH2:16][C:17]3[S:18][CH:19]=[CH:20][CH:21]=3)[S:13][CH:14]=2)=[CH:6][CH:5]=1)([CH3:3])[CH3:2].[C:22]([O:26][C:27](=[O:33])[CH2:28][S:29](Cl)(=[O:31])=[O:30])([CH3:25])([CH3:24])[CH3:23]. (9) Given the product [CH3:65][N:66]([CH3:67])[CH:68]1[CH2:73][CH2:72][N:71]([C:26]([CH:23]2[CH2:24][CH2:25][CH:20]([NH:19][C:15]3[N:14]=[C:13]([N:6]4[C:7]5[C:12](=[CH:11][CH:10]=[CH:9][CH:8]=5)[C:4]([C:1]([NH2:2])=[O:3])=[CH:5]4)[CH:18]=[CH:17][N:16]=3)[CH2:21][CH2:22]2)=[O:27])[CH2:70][CH2:69]1, predict the reactants needed to synthesize it. The reactants are: [C:1]([C:4]1[C:12]2[C:7](=[CH:8][CH:9]=[CH:10][CH:11]=2)[N:6]([C:13]2[CH:18]=[CH:17][N:16]=[C:15]([NH:19][CH:20]3[CH2:25][CH2:24][CH:23]([C:26](O)=[O:27])[CH2:22][CH2:21]3)[N:14]=2)[CH:5]=1)(=[O:3])[NH2:2].F[P-](F)(F)(F)(F)F.N1(O[P+](N(C)C)(N(C)C)N(C)C)C2C=CC=CC=2N=N1.CCN(C(C)C)C(C)C.[CH3:65][N:66]([CH:68]1[CH2:73][CH2:72][NH:71][CH2:70][CH2:69]1)[CH3:67].